Dataset: Full USPTO retrosynthesis dataset with 1.9M reactions from patents (1976-2016). Task: Predict the reactants needed to synthesize the given product. (1) Given the product [NH2:34][C:35]1[N:40]=[CH:39][C:38]([C:2]2[C:3]([NH:14][C:15]3[C:24]4[C:19](=[CH:20][C:21]([F:26])=[CH:22][C:23]=4[F:25])[N:18]=[C:17]([C:27]4[CH:32]=[CH:31][CH:30]=[CH:29][N:28]=4)[C:16]=3[CH3:33])=[CH:4][C:5]([N:8]3[CH2:13][CH2:12][O:11][CH2:10][CH2:9]3)=[N:6][CH:7]=2)=[CH:37][N:36]=1, predict the reactants needed to synthesize it. The reactants are: Br[C:2]1[C:3]([NH:14][C:15]2[C:24]3[C:19](=[CH:20][C:21]([F:26])=[CH:22][C:23]=3[F:25])[N:18]=[C:17]([C:27]3[CH:32]=[CH:31][CH:30]=[CH:29][N:28]=3)[C:16]=2[CH3:33])=[CH:4][C:5]([N:8]2[CH2:13][CH2:12][O:11][CH2:10][CH2:9]2)=[N:6][CH:7]=1.[NH2:34][C:35]1[N:40]=[CH:39][C:38](B(O)O)=[CH:37][N:36]=1.C1(P(C2CCCCC2)C2CCCCC2)CCCCC1.[O-]P([O-])([O-])=O.[K+].[K+].[K+]. (2) Given the product [NH2:12][C:6]1[CH:5]=[CH:4][N:3]=[C:2]([Cl:1])[C:7]=1[N+:8]([O-:10])=[O:9], predict the reactants needed to synthesize it. The reactants are: [Cl:1][C:2]1[C:7]([N+:8]([O-:10])=[O:9])=[C:6](Cl)[CH:5]=[CH:4][N:3]=1.[NH3:12]. (3) Given the product [N+:11]([C:9]1[CH:8]=[CH:7][C:3]2[C:4](=[O:6])[O:5][C:15](=[O:17])[NH:1][C:2]=2[CH:10]=1)([O-:13])=[O:12], predict the reactants needed to synthesize it. The reactants are: [NH2:1][C:2]1[CH:10]=[C:9]([N+:11]([O-:13])=[O:12])[CH:8]=[CH:7][C:3]=1[C:4]([OH:6])=[O:5].Cl[C:15](Cl)([O:17]C(=O)OC(Cl)(Cl)Cl)Cl.